From a dataset of Reaction yield outcomes from USPTO patents with 853,638 reactions. Predict the reaction yield, written as a fraction of the theoretical maximum amount of product (1.0 means a 100% yield; for example, 0.34 means a 34% yield). The reactants are C([O:3][C:4](=O)/[CH:5]=[CH:6]/[C:7]1[C:8]([NH:23][C:24]2[C:29]([F:30])=[CH:28][CH:27]=[CH:26][C:25]=2[F:31])=[N:9][C:10]([S:21][CH3:22])=[N:11][C:12]=1[C:13]1[CH:18]=[CH:17][C:16]([F:19])=[CH:15][C:14]=1[CH3:20])C. The catalyst is C1(C)C=CC=CC=1. The product is [F:30][C:29]1[CH:28]=[CH:27][CH:26]=[C:25]([F:31])[C:24]=1[N:23]1[C:8]2[N:9]=[C:10]([S:21][CH3:22])[N:11]=[C:12]([C:13]3[CH:18]=[CH:17][C:16]([F:19])=[CH:15][C:14]=3[CH3:20])[C:7]=2[CH:6]=[CH:5][C:4]1=[O:3]. The yield is 0.960.